Dataset: Forward reaction prediction with 1.9M reactions from USPTO patents (1976-2016). Task: Predict the product of the given reaction. (1) Given the reactants [Cl:1][C:2]1[CH:3]=[C:4]([S:9]([N:12]2[CH2:45][CH2:44][CH2:43][C@H:13]2[C:14]([NH:16][C@@H:17]([CH2:22][CH2:23][C:24](=[O:42])[N:25]2[CH2:30][CH2:29][CH:28]([CH2:31][N:32]3[CH2:40][C:39]4[C:34](=[CH:35][CH:36]=[CH:37][CH:38]=4)[C:33]3=[O:41])[CH2:27][CH2:26]2)[C:18]([O:20]C)=[O:19])=[O:15])(=[O:11])=[O:10])[CH:5]=[C:6]([Cl:8])[CH:7]=1.O[Li].O, predict the reaction product. The product is: [O:41]=[C:33]1[C:34]2[C:39](=[CH:38][CH:37]=[CH:36][CH:35]=2)[CH2:40][N:32]1[CH2:31][CH:28]1[CH2:29][CH2:30][N:25]([C:24](=[O:42])[CH2:23][CH2:22][C@H:17]([NH:16][C:14](=[O:15])[C@@H:13]2[CH2:43][CH2:44][CH2:45][N:12]2[S:9]([C:4]2[CH:3]=[C:2]([Cl:1])[CH:7]=[C:6]([Cl:8])[CH:5]=2)(=[O:10])=[O:11])[C:18]([OH:20])=[O:19])[CH2:26][CH2:27]1. (2) Given the reactants [CH:1]([C:4]1[CH:9]=[CH:8][C:7]([CH:10]2[C:14]3[C:15]([CH3:30])=[C:16]([NH:21][C:22](=[O:29])OCC(Cl)(Cl)Cl)[C:17]([CH3:20])=[C:18]([CH3:19])[C:13]=3[O:12][CH2:11]2)=[CH:6][CH:5]=1)([CH3:3])[CH3:2].[NH2:31][C:32]([CH3:36])([CH3:35])[CH2:33][OH:34], predict the reaction product. The product is: [OH:34][CH2:33][C:32]([NH:31][C:22]([NH:21][C:16]1[C:17]([CH3:20])=[C:18]([CH3:19])[C:13]2[O:12][CH2:11][CH:10]([C:7]3[CH:8]=[CH:9][C:4]([CH:1]([CH3:3])[CH3:2])=[CH:5][CH:6]=3)[C:14]=2[C:15]=1[CH3:30])=[O:29])([CH3:36])[CH3:35].